Dataset: Forward reaction prediction with 1.9M reactions from USPTO patents (1976-2016). Task: Predict the product of the given reaction. (1) Given the reactants CO[CH2:3][N:4]([CH2:10][C:11]1[CH:16]=[CH:15][CH:14]=[CH:13][CH:12]=1)[CH2:5][Si](C)(C)C.[O:17]=[C:18]([CH3:29])/[CH:19]=[CH:20]/[C:21]1[CH:28]=[CH:27][C:24]([C:25]#[N:26])=[CH:23][CH:22]=1.FC(F)(F)C(O)=O, predict the reaction product. The product is: [C:18]([CH:19]1[CH2:3][N:4]([CH2:10][C:11]2[CH:12]=[CH:13][CH:14]=[CH:15][CH:16]=2)[CH2:5][CH:20]1[C:21]1[CH:22]=[CH:23][C:24]([C:25]#[N:26])=[CH:27][CH:28]=1)(=[O:17])[CH3:29]. (2) Given the reactants [OH:1][C:2]1([C:15]([N:17]2[CH2:24][CH2:23][CH2:22][C@H:18]2[C:19](O)=[O:20])=[O:16])[C:14]2[CH:13]=[CH:12][CH:11]=[CH:10][C:9]=2[C:8]2[C:3]1=[CH:4][CH:5]=[CH:6][CH:7]=2.[C:25]([O:29][C:30]([NH:32][CH2:33][C:34]1[CH:41]=[CH:40][C:39]([Cl:42])=[CH:38][C:35]=1[CH2:36][NH2:37])=[O:31])([CH3:28])([CH3:27])[CH3:26].F[P-](F)(F)(F)(F)F.N1(O[P+](N(C)C)(N(C)C)N(C)C)C2C=CC=CC=2N=N1, predict the reaction product. The product is: [OH:1][C:2]1([C:15]([N:17]2[CH2:24][CH2:23][CH2:22][C@H:18]2[C:19]([NH:37][CH2:36][C:35]2[CH:38]=[C:39]([Cl:42])[CH:40]=[CH:41][C:34]=2[CH2:33][NH:32][C:30]([O:29][C:25]([CH3:28])([CH3:26])[CH3:27])=[O:31])=[O:20])=[O:16])[C:3]2[CH:4]=[CH:5][CH:6]=[CH:7][C:8]=2[C:9]2[C:14]1=[CH:13][CH:12]=[CH:11][CH:10]=2. (3) Given the reactants Br[C:2]1[CH:3]=[C:4]([S:8][CH2:9][C:10]([OH:15])([CH2:13][CH3:14])[CH2:11][CH3:12])[CH:5]=[CH:6][CH:7]=1.[CH2:16]([NH:19][C:20](=[O:25])[C:21]([F:24])([F:23])[F:22])[CH:17]=[CH2:18].C1(C)C=CC=CC=1P(C1C=CC=CC=1C)C1C=CC=CC=1C.CCN(CC)CC, predict the reaction product. The product is: [CH2:11]([C:10]([OH:15])([CH2:13][CH3:14])[CH2:9][S:8][C:4]1[CH:3]=[C:2](/[CH:18]=[CH:17]/[CH2:16][NH:19][C:20](=[O:25])[C:21]([F:24])([F:23])[F:22])[CH:7]=[CH:6][CH:5]=1)[CH3:12]. (4) Given the reactants [CH3:1][O:2][C:3]([C:5]1[C:6]2[CH:7]=[N:8][NH:9][C:10]=2[CH:11]=[C:12]([Br:14])[CH:13]=1)=[O:4].C(=O)([O-])[O-].[K+].[K+].[F:21][C:22]1[CH:27]=[CH:26][C:25](I)=[CH:24][CH:23]=1.CN[C@@H]1CCCC[C@H]1NC, predict the reaction product. The product is: [CH3:1][O:2][C:3]([C:5]1[C:6]2[CH:7]=[N:8][N:9]([C:25]3[CH:26]=[CH:27][C:22]([F:21])=[CH:23][CH:24]=3)[C:10]=2[CH:11]=[C:12]([Br:14])[CH:13]=1)=[O:4]. (5) Given the reactants [CH2:1]1[CH2:12][C:11]2[C:6](=[CH:7][CH:8]=[CH:9][CH:10]=2)[C:4](=O)[CH2:3][CH2:2]1.[NH2:13][C:14]([NH2:16])=[S:15].[I:17]I, predict the reaction product. The product is: [IH:17].[N:13]1[C:4]2[C:6]3[CH:7]=[CH:8][CH:9]=[CH:10][C:11]=3[CH2:12][CH2:1][CH2:2][C:3]=2[S:15][C:14]=1[NH2:16].